This data is from Experimentally validated miRNA-target interactions with 360,000+ pairs, plus equal number of negative samples. The task is: Binary Classification. Given a miRNA mature sequence and a target amino acid sequence, predict their likelihood of interaction. (1) The miRNA is hsa-miR-1258 with sequence AGUUAGGAUUAGGUCGUGGAA. The protein sequence of the target gene is MASHVDLLTELQLLEKVPTLERLRAAQKRRAQQLKKWAQYEQDLQHRKRKHERKRSTGGRRKKVSFEASVALLEASLRNDAEEVRYFLKNKVSPDLCNEDGLTALHQCCIDNFEEIVKLLLSHGANVNAKDNELWTPLHAAATCGHINLVKILVQYGADLLAVNSDGNMPYDLCEDEPTLDVIETCMAYQGITQEKINEMRVAPEQQMIADIHCMIAAGQDLDWIDAQGATLLHIAGANGYLRAAELLLDHGVRVDVKDWDGWEPLHAAAFWGQMQMAELLVSHGASLSARTSMDEMPID.... Result: 0 (no interaction). (2) The miRNA is hsa-miR-6722-3p with sequence UGCAGGGGUCGGGUGGGCCAGG. The protein sequence of the target gene is MAKRLCAGSALCVRGPRGPAPLLLVGLALLGAARAREEAGGGFSLHPPYFNLAEGARIAASATCGEEAPARGSPRPTEDLYCKLVGGPVAGGDPNQTIRGQYCDICTAANSNKAHPASNAIDGTERWWQSPPLSRGLEYNEVNVTLDLGQVFHVAYVLIKFANSPRPDLWVLERSMDFGRTYQPWQFFASSKRDCLERFGPQTLERITRDDAAICTTEYSRIVPLENGEIVVSLVNGRPGAMNFSYSPLLREFTKATNVRLRFLRTNTLLGHLMGKALRDPTVTRRYYYSIKDISIGGRC.... Result: 1 (interaction). (3) The miRNA is hsa-miR-1295b-3p with sequence AAUAGGCCACGGAUCUGGGCAA. The protein sequence of the target gene is MLTTLKPFGSVSVESKMNNKAGSFFWNLRQFSTLVSTSRTMRLCCLGLCKPKIVHSNWNILNNFHNRMQSTDIIRYLFQDAFIFKSDVGFQTKGISTLTALRIERLLYAKRLFFDSKQSLVPVDKSDDELKKVNLNHEVSNEDVLTKETKPNRISSRKLSEECNSLSDVLDAFSKAPTFPSSNYFTAMWTIAKRLSDDQKRFEKRLMFSHPAFNQLCEHMMREAKIMQYKYLLFSLHAIVKLGIPQNTILVQTLLRVTQERINECDEICLSVLSTVLEAMEPCKNVHVLRTGFRILVDQQ.... Result: 0 (no interaction). (4) The miRNA is mmu-miR-139-5p with sequence UCUACAGUGCACGUGUCUCCAG. The protein sequence of the target gene is MTSRRWFHPNITGVEAENLLLTRGVDGSFLARPSKSNPGDFTLSVRRNGAVTHIKIQNTGDYYDLYGGEKFATLAELVQYYMEHHGQLKEKNGDVIELKYPLNCADPTSERWFHGHLSGKEAEKLLTEKGKHGSFLVRESQSHPGDFVLSVRTGDDKGESNDGKSKVTHVMIRCQELKYDVGGGERFDSLTDLVEHYKKNPMVETLGTVLQLKQPLNTTRINAAEIESRVRELSKLAETTDKVKQGFWEEFETLQQQECKLLYSRKEGQRQENKNKNRYKNILPFDHTRVVLHDGDPNEP.... Result: 0 (no interaction). (5) The miRNA is rno-miR-376b-5p with sequence GUGGAUAUUCCUUCUAUGGUUA. The protein sequence of the target gene is MPYANQPTVRITELTDENVKFIIENTDLAVANSIRRVFIAEVPIIAIDWVQIDANSSVLHDEFIAHRLGLIPLISDDIVDKLQYSRDCTCEEFCPECSVEFTLDVRCNEDQTRHVTSRDLISNSPRVIPVTSRNRDNDPNDYVEQDDILIVKLRKGQELRLRAYAKKGFGKEHAKWNPTAGVAFEYDPDNALRHTVYPKPEEWPKSEYSELDEDESQAPYDPNGKPERFYYNVESCGSLRPETIVLSALSGLKKKLSDLQTQLSHEIQSDVLTIN. Result: 0 (no interaction). (6) The miRNA is hsa-miR-302b-3p with sequence UAAGUGCUUCCAUGUUUUAGUAG. The protein sequence of the target gene is MSKGPGPGGSAASSAPPAATAQVLQAQPEKPQHYTYLKEFRTEQCPLFVQHKCTQHRPYTCFHWHFVNQRRRRSIRRRDGTFNYSPDVYCTKYDEATGLCPEGDECPFLHRTTGDTERRYHLRYYKTGICIHETDSKGNCTKNGLHCAFAHGPHDLRSPVYDIRELQAMEALQNGQTTVEGSIEGQSAGAASHAMIEKILSEEPRWQETAYVLGNYKTEPCKKPPRLCRQGYACPYYHNSKDRRRSPRKHKYRSSPCPNVKHGDEWGDPGKCENGDACQYCHTRTEQQFHPEIYKSTKCN.... Result: 1 (interaction). (7) The miRNA is hsa-miR-455-3p with sequence GCAGUCCAUGGGCAUAUACAC. The protein sequence of the target gene is MSENRKPLLGFVSKLTSGTALGNSGKTHCPLCLGLFKAPRLLPCLHTVCTTCLEQLEPFSVVDIRGGDSDTSSEGSIFQELKPRSLQSQIGILCPVCDAQVDLPMGGVKALTIDHLAVNDVMLESLRGEGQGLVCDLCNDREVEKRCQTCKANLCHFCCQAHRRQKKTTYHTMVDLKDLKGYSRIGKPILCPVHPAEELRLFCEFCDRPVCQDCVVGEHREHPCDFTSNVIHKHGDSVWELLKGTQPHVEALEEALAQIHIINSALQKRVEAVAADVRTFSEGYIKAIEEHRDKLLKQLE.... Result: 1 (interaction). (8) The miRNA is hsa-miR-4749-3p with sequence CGCCCCUCCUGCCCCCACAG. The protein sequence of the target gene is MSLVAYASSDESEPDEAEPEPEEEEAVAPTSGPALGGLFASLPAPKGPALLPPPPQMLAPAFPPPLLLPPPTGDPRLQPPPPLPFGLGGFPPPPGVSPAEAAGVGEGLGLGLPSPRGPGLNLPPPIGGAGPPLGLPKPKKRKEPVKIAAPELHKGDSDSEEDEPTKKKTILQGSSEGTGLSALLPQPKNLTVKETNRLLLPHAFSRKPSDGSPDTKPSRLASKTKTSSLAPVVGTTTTTPSPSAIKAAAKSAALQVTKQITQEEDDSDEEVAPENFFSLPEKAEPPGVEPYPYPIPTVPE.... Result: 0 (no interaction). (9) Result: 0 (no interaction). The miRNA is mmu-miR-717 with sequence CUCAGACAGAGAUACCUUCUCU. The protein sequence of the target gene is MAGAGPAPGLPGAGGPVVPGPGAGIPGKSGEERLKEMEAEMALFEQEVLGAPVPGIPTAVPAVPTVPTVPTVEAMQVPAAPVIRPIIATNTYQQVQQTLEARAAAAATVVPPMVGGPPFVGPVGFGPGDRSHLDSPEAREAMFLRRAAVAPQRAPILRPAFVPHVLQRADSALSSAAAGPRPMALRPPHQALVGPPLPGPPGPPMMLPPMARAPGPPLGSMAALRPPLEEPAAPRELGLGLGLGLKEKEEAVVAAAAGLEEASAAVAVGAGGAPAGPAVIGPSLPLALAMPLPEPEPLPL....